From a dataset of Reaction yield outcomes from USPTO patents with 853,638 reactions. Predict the reaction yield, written as a fraction of the theoretical maximum amount of product (1.0 means a 100% yield; for example, 0.34 means a 34% yield). (1) The catalyst is C1COCC1. The product is [C:13]([C:9]1([OH:10])[C:2]2=[N:1][CH:6]=[CH:5][CH:4]=[C:3]2[CH2:7][CH2:8]1)#[CH:14]. The yield is 0.750. The reactants are [N:1]1[CH:6]=[CH:5][CH:4]=[C:3]2[CH2:7][CH2:8][C:9](=[O:10])[C:2]=12.Br[Mg][C:13]#[CH:14]. (2) The reactants are [NH2:1][C:2]1[N:7]=[C:6](Cl)[CH:5]=[C:4](Cl)[N:3]=1.[NH2:10][C:11]1[CH:12]=[C:13]2[C:17](=[CH:18][CH:19]=1)[NH:16][CH:15]=[CH:14]2.C(N(C(C)C)CC)(C)C. The catalyst is CN(C)C=O. The product is [NH2:1][C:2]1[N:7]=[C:6]([NH:10][C:11]2[CH:12]=[C:13]3[C:17](=[CH:18][CH:19]=2)[NH:16][CH:15]=[CH:14]3)[CH:5]=[CH:4][N:3]=1. The yield is 0.380. (3) The reactants are O.[C:2]1(C)C=CC(S(O)(=O)=O)=C[CH:3]=1.O.[CH3:14][O:15][C:16]1[CH:21]=[C:20]([O:22][C:23]2[CH:24]=[N:25][C:26]([CH2:29][O:30][CH3:31])=[CH:27][CH:28]=2)[CH:19]=[CH:18][C:17]=1[NH:32]N=C(C)C(OCC)=O.[C:41](=[O:44])([O-])[OH:42].[Na+].[C:46]1(C)C=CC=C[CH:47]=1. No catalyst specified. The product is [CH3:14][O:15][C:16]1[CH:21]=[C:20]([O:22][C:23]2[CH:24]=[N:25][C:26]([CH2:29][O:30][CH3:31])=[CH:27][CH:28]=2)[CH:19]=[C:18]2[C:17]=1[NH:32][C:3]([C:41]([O:42][CH2:46][CH3:47])=[O:44])=[CH:2]2. The yield is 0.150. (4) The reactants are [NH2:1][C:2]1[C:7]([C:8]([O:10][CH3:11])=[O:9])=[C:6]([F:12])[C:5]([C:13]2[C:14]([CH3:19])=[N:15][O:16][C:17]=2[CH3:18])=[CH:4][CH:3]=1.F[B-](F)(F)F.O=[N+:26]=O.[OH-].[Na+]. The catalyst is C(O)(C(F)(F)F)=O.C(O)C. The product is [CH3:11][O:10][C:8](=[O:9])[C:7]1[C:6]([F:12])=[C:5]([C:13]2[C:14]([CH3:19])=[N:15][O:16][C:17]=2[CH3:18])[CH:4]=[C:3]([NH2:26])[C:2]=1[NH2:1]. The yield is 0.410.